Dataset: Full USPTO retrosynthesis dataset with 1.9M reactions from patents (1976-2016). Task: Predict the reactants needed to synthesize the given product. (1) Given the product [CH3:25][C:26]1([CH3:41])[C:30]2=[N:31][CH:32]=[C:33]([N:35]3[CH2:40][CH2:39][O:38][CH2:37][CH2:36]3)[CH:34]=[C:29]2[N:28]([C:2]2[C:11]3[C:6](=[CH:7][C:8]([F:13])=[CH:9][C:10]=3[F:12])[N:5]=[C:4]([C:14]3[CH:15]=[C:16]4[C:20](=[CH:21][CH:22]=3)[N:19]([CH3:23])[CH:18]=[CH:17]4)[C:3]=2[CH3:24])[CH2:27]1, predict the reactants needed to synthesize it. The reactants are: Cl[C:2]1[C:11]2[C:6](=[CH:7][C:8]([F:13])=[CH:9][C:10]=2[F:12])[N:5]=[C:4]([C:14]2[CH:15]=[C:16]3[C:20](=[CH:21][CH:22]=2)[N:19]([CH3:23])[CH:18]=[CH:17]3)[C:3]=1[CH3:24].[CH3:25][C:26]1([CH3:41])[C:30]2=[N:31][CH:32]=[C:33]([N:35]3[CH2:40][CH2:39][O:38][CH2:37][CH2:36]3)[CH:34]=[C:29]2[NH:28][CH2:27]1.C1(P(C2CCCCC2)C2C=CC=CC=2C2C(C(C)C)=CC(C(C)C)=CC=2C(C)C)CCCCC1.CC(C)([O-])C.[Na+]. (2) Given the product [CH3:1][NH+:2]1[CH2:7][C:6]([C:8]([OH:10])=[O:9])=[CH:5][CH2:4][CH2:3]1.[Cl-:12], predict the reactants needed to synthesize it. The reactants are: [CH3:1][N:2]1[CH2:7][C:6]([C:8]([O:10]C)=[O:9])=[CH:5][CH2:4][CH2:3]1.[ClH:12].Cl. (3) Given the product [NH:1]1[C:5]2[CH:6]=[CH:7][CH:8]=[CH:9][C:4]=2[N:3]=[C:2]1[CH:10]([NH:20][C:28]([NH:27][CH:24]1[CH2:25][CH2:26][O:21][CH2:22][CH2:23]1)=[O:29])[CH2:11][C:12]1[CH:17]=[CH:16][C:15]([O:18][CH3:19])=[CH:14][CH:13]=1, predict the reactants needed to synthesize it. The reactants are: [NH:1]1[C:5]2[CH:6]=[CH:7][CH:8]=[CH:9][C:4]=2[N:3]=[C:2]1[CH:10]([NH2:20])[CH2:11][C:12]1[CH:17]=[CH:16][C:15]([O:18][CH3:19])=[CH:14][CH:13]=1.[O:21]1[CH2:26][CH2:25][CH:24]([NH2:27])[CH2:23][CH2:22]1.[C:28](O)(C(F)(F)F)=[O:29]. (4) Given the product [N:22]1([CH2:18][C:17]2[CH:20]=[CH:21][C:14]([C:12]([N:9]3[CH2:10][CH2:11][N:6]([CH:3]([CH2:4][CH3:5])[CH2:1][CH3:2])[CH2:7][CH2:8]3)=[O:13])=[CH:15][CH:16]=2)[CH2:28][CH2:27][CH2:26][CH2:25][CH2:24][CH2:23]1, predict the reactants needed to synthesize it. The reactants are: [CH2:1]([CH:3]([N:6]1[CH2:11][CH2:10][N:9]([C:12]([C:14]2[CH:21]=[CH:20][C:17]([CH:18]=O)=[CH:16][CH:15]=2)=[O:13])[CH2:8][CH2:7]1)[CH2:4][CH3:5])[CH3:2].[NH:22]1[CH:28]=[CH:27][CH:26]=[CH:25][CH:24]=[CH:23]1. (5) Given the product [CH:18]1([C:21]2([F:25])[CH2:24][N:23]([C:2]3[N:7]=[C:6]([S:8][CH3:9])[N:5]=[C:4]([NH:10][C:11]4[NH:15][N:14]=[C:13]([CH3:16])[CH:12]=4)[CH:3]=3)[CH2:22]2)[CH2:20][CH2:19]1, predict the reactants needed to synthesize it. The reactants are: Cl[C:2]1[N:7]=[C:6]([S:8][CH3:9])[N:5]=[C:4]([NH:10][C:11]2[NH:15][N:14]=[C:13]([CH3:16])[CH:12]=2)[CH:3]=1.Cl.[CH:18]1([C:21]2([F:25])[CH2:24][NH:23][CH2:22]2)[CH2:20][CH2:19]1.C(N(C(C)C)CC)(C)C.C(O)(C)C. (6) Given the product [CH3:11][C:12]([CH3:41])([CH3:40])[CH:13]([C:20]1[CH:27]=[C:26]([O:28][CH2:29][C:30]2[CH:39]=[CH:38][C:37]3[C:32](=[CH:33][CH:34]=[CH:35][CH:36]=3)[N:31]=2)[CH:25]=[CH:24][C:21]=1[C:22]([OH:42])=[O:23])[C:14]1[CH:15]=[CH:16][CH:17]=[CH:18][CH:19]=1, predict the reactants needed to synthesize it. The reactants are: CC(=C(C)C)C.[O-]Cl=O.[Na+].[CH3:11][C:12]([CH3:41])([CH3:40])[CH:13]([C:20]1[CH:27]=[C:26]([O:28][CH2:29][C:30]2[CH:39]=[CH:38][C:37]3[C:32](=[CH:33][CH:34]=[CH:35][CH:36]=3)[N:31]=2)[CH:25]=[CH:24][C:21]=1[CH:22]=[O:23])[C:14]1[CH:19]=[CH:18][CH:17]=[CH:16][CH:15]=1.[OH2:42]. (7) Given the product [C:1]1([S:7]([C:10]2([O:13][C:14]3[N:19]=[C:18]([Cl:20])[C:17]([C:27]4[N:28]=[CH:29][N:30]([C:32]([C:33]5[CH:38]=[CH:37][CH:36]=[CH:35][CH:34]=5)([C:45]5[CH:46]=[CH:47][CH:48]=[CH:49][CH:50]=5)[C:39]5[CH:40]=[CH:41][CH:42]=[CH:43][CH:44]=5)[CH:31]=4)=[CH:16][CH:15]=3)[CH2:12][CH2:11]2)(=[O:9])=[O:8])[CH:6]=[CH:5][CH:4]=[CH:3][CH:2]=1, predict the reactants needed to synthesize it. The reactants are: [C:1]1([S:7]([C:10]2([O:13][C:14]3[N:19]=[C:18]([Cl:20])[C:17](Br)=[CH:16][CH:15]=3)[CH2:12][CH2:11]2)(=[O:9])=[O:8])[CH:6]=[CH:5][CH:4]=[CH:3][CH:2]=1.C([Sn](CCCC)(CCCC)[C:27]1[N:28]=[CH:29][N:30]([C:32]([C:45]2[CH:50]=[CH:49][CH:48]=[CH:47][CH:46]=2)([C:39]2[CH:44]=[CH:43][CH:42]=[CH:41][CH:40]=2)[C:33]2[CH:38]=[CH:37][CH:36]=[CH:35][CH:34]=2)[CH:31]=1)CCC. (8) Given the product [C:1]1([C:17]2[CH:25]=[CH:24][C:23]([S:26]([CH3:29])(=[O:28])=[O:27])=[CH:22][C:18]=2[C:19]([OH:21])=[O:20])[CH2:6][CH2:5][CH2:4][CH2:3][CH:2]=1, predict the reactants needed to synthesize it. The reactants are: [C:1]1(B2OC(C)(C)C(C)(C)O2)[CH2:6][CH2:5][CH2:4][CH2:3][CH:2]=1.I[C:17]1[CH:25]=[CH:24][C:23]([S:26]([CH3:29])(=[O:28])=[O:27])=[CH:22][C:18]=1[C:19]([OH:21])=[O:20].[OH-].[K+].